This data is from Full USPTO retrosynthesis dataset with 1.9M reactions from patents (1976-2016). The task is: Predict the reactants needed to synthesize the given product. (1) Given the product [Cl:13][C:6]1[N:5]=[C:4]2[CH:3]=[CH:2][NH:1][C:9]2=[CH:8][CH:7]=1, predict the reactants needed to synthesize it. The reactants are: [N:1]1[CH:2]=[CH:3][C:4]2[C:9]=1[CH:8]=[CH:7][C:6](=O)[N:5]=2.P(Cl)(Cl)([Cl:13])=O. (2) Given the product [CH3:47][N:45]([CH3:46])[C:44]([C:28]1[CH:29]=[C:30]([CH:33]([C:39]([O:41][CH2:42][CH3:43])=[O:40])[C:34]([O:36][CH2:37][CH3:38])=[O:35])[CH:31]=[CH:32][C:27]=1[NH:26][C:17]([C:12]1[CH:13]=[CH:14][CH:15]=[CH:16][C:11]=1[C:8]1[CH:7]=[CH:6][C:5]([O:4][CH:1]([CH3:2])[CH3:3])=[CH:10][CH:9]=1)=[O:19])=[O:48], predict the reactants needed to synthesize it. The reactants are: [CH:1]([O:4][C:5]1[CH:10]=[CH:9][C:8]([C:11]2[C:12]([C:17]([OH:19])=O)=[CH:13][CH:14]=[CH:15][CH:16]=2)=[CH:7][CH:6]=1)([CH3:3])[CH3:2].C(Cl)(=O)C(Cl)=O.[NH2:26][C:27]1[CH:32]=[CH:31][C:30]([CH:33]([C:39]([O:41][CH2:42][CH3:43])=[O:40])[C:34]([O:36][CH2:37][CH3:38])=[O:35])=[CH:29][C:28]=1[C:44](=[O:48])[N:45]([CH3:47])[CH3:46].CCN(C(C)C)C(C)C. (3) The reactants are: [OH:1][C:2]1[CH:18]=[CH:17][CH:16]=[CH:15][C:3]=1[CH2:4][C:5]1[CH:14]=[CH:13][C:8]([C:9]([O:11][CH3:12])=[O:10])=[CH:7][CH:6]=1.C(=O)([O-])[O-].[K+].[K+].[CH2:25](Br)[C:26]1[CH:31]=[CH:30][CH:29]=[CH:28][CH:27]=1. Given the product [CH2:25]([O:1][C:2]1[CH:18]=[CH:17][CH:16]=[CH:15][C:3]=1[CH2:4][C:5]1[CH:14]=[CH:13][C:8]([C:9]([O:11][CH3:12])=[O:10])=[CH:7][CH:6]=1)[C:26]1[CH:31]=[CH:30][CH:29]=[CH:28][CH:27]=1, predict the reactants needed to synthesize it.